From a dataset of Peptide-MHC class I binding affinity with 185,985 pairs from IEDB/IMGT. Regression. Given a peptide amino acid sequence and an MHC pseudo amino acid sequence, predict their binding affinity value. This is MHC class I binding data. The peptide sequence is EFKEFAAGRR. The MHC is HLA-A33:01 with pseudo-sequence HLA-A33:01. The binding affinity (normalized) is 0.665.